This data is from Reaction yield outcomes from USPTO patents with 853,638 reactions. The task is: Predict the reaction yield, written as a fraction of the theoretical maximum amount of product (1.0 means a 100% yield; for example, 0.34 means a 34% yield). (1) The reactants are [F:1][C:2]([F:10])([F:9])[C:3]1([C:6](O)=[O:7])[CH2:5][CH2:4]1.B.C1COCC1. The catalyst is O1CCCC1. The product is [F:1][C:2]([F:10])([F:9])[C:3]1([CH2:6][OH:7])[CH2:5][CH2:4]1. The yield is 0.950. (2) The reactants are C([O:3][C:4]([C@@:6]12[CH2:24][C@H:23]1[CH:22]=[CH:21][CH2:20][CH2:19][CH2:18][CH2:17][CH2:16][C@H:15]([NH:25][C:26]([O:28][C:29]([CH3:32])([CH3:31])[CH3:30])=[O:27])[C:14](=[O:33])[N:13]1[C@@H:9]([CH2:10][C@@H:11]([O:34][C:35]([N:37]3[CH2:45][C:44]4[C:39](=[CH:40][CH:41]=[CH:42][CH:43]=4)[CH2:38]3)=[O:36])[CH2:12]1)[C:8](=[O:46])[NH:7]2)=[O:5])C.O[Li].O. The catalyst is C(Cl)Cl.CO. The product is [C:29]([O:28][C:26]([NH:25][C@@H:15]1[C:14](=[O:33])[N:13]2[C@@H:9]([CH2:10][C@@H:11]([O:34][C:35]([N:37]3[CH2:38][C:39]4[C:44](=[CH:43][CH:42]=[CH:41][CH:40]=4)[CH2:45]3)=[O:36])[CH2:12]2)[C:8](=[O:46])[NH:7][C@@:6]2([C:4]([OH:5])=[O:3])[C@@H:23]([CH2:24]2)[CH:22]=[CH:21][CH2:20][CH2:19][CH2:18][CH2:17][CH2:16]1)=[O:27])([CH3:32])([CH3:30])[CH3:31]. The yield is 0.870. (3) The reactants are C([O-])(=[O:3])C.[Cs+].Cl[CH2:7][C:8]1[NH:17][C:16](=[O:18])[C:15]2[C:10](=[CH:11][C:12]3[CH2:21][CH2:20][CH2:19][C:13]=3[CH:14]=2)[N:9]=1. The catalyst is CN(C=O)C. The product is [OH:3][CH2:7][C:8]1[NH:17][C:16](=[O:18])[C:15]2[C:10](=[CH:11][C:12]3[CH2:21][CH2:20][CH2:19][C:13]=3[CH:14]=2)[N:9]=1. The yield is 0.580. (4) The reactants are [C:1]([C:3]1[C:8]([F:9])=[CH:7][C:6]([C:10]2[CH:11]=[N:12][N:13]([C:16]3[CH:24]=[CH:23][C:19]([C:20]([OH:22])=O)=[CH:18][N:17]=3)[C:14]=2[OH:15])=[C:5]([CH3:25])[CH:4]=1)#[N:2].N1(O)C2C=CC=CC=2N=N1.Cl.C(N=C=NCCCN(C)C)C.C(N(C(C)C)C(C)C)C.Cl.Cl.[CH2:59]([N:61]1[CH2:66][CH2:65][NH:64][C@@H:63]([CH3:67])[CH2:62]1)[CH3:60].Cl. The catalyst is O.C(O)C.CN(C=O)C. The product is [CH2:59]([N:61]1[CH2:66][CH2:65][N:64]([C:20]([C:19]2[CH:23]=[CH:24][C:16]([N:13]3[C:14]([OH:15])=[C:10]([C:6]4[C:5]([CH3:25])=[CH:4][C:3]([C:1]#[N:2])=[C:8]([F:9])[CH:7]=4)[CH:11]=[N:12]3)=[N:17][CH:18]=2)=[O:22])[C@@H:63]([CH3:67])[CH2:62]1)[CH3:60]. The yield is 0.437. (5) The reactants are [O:1]=[C:2]1[C:10]2[C:5](=[CH:6][CH:7]=[CH:8][CH:9]=2)[C:4](=[O:11])[N:3]1[CH2:12][CH2:13][CH2:14][CH2:15][C:16]#[N:17].[N:18]([Si](C)(C)C)=[N+:19]=[N-:20].C([Sn](=O)CCCC)CCC. The catalyst is C1(C)C=CC=CC=1. The product is [N:17]1[NH:18][N:19]=[N:20][C:16]=1[CH2:15][CH2:14][CH2:13][CH2:12][N:3]1[C:4](=[O:11])[C:5]2[C:10](=[CH:9][CH:8]=[CH:7][CH:6]=2)[C:2]1=[O:1]. The yield is 0.830. (6) The reactants are [Si]([O:8][C@H:9]1[CH2:13][C@H:12]([O:14][C:15]2[CH:20]=[CH:19][N:18]=[C:17]3[NH:21][C:22]([C:24]4[C:33]5[C:28](=[CH:29][CH:30]=[CH:31][CH:32]=5)[CH:27]=[CH:26][CH:25]=4)=[N:23][C:16]=23)[CH2:11][C@H:10]1[CH2:34][OH:35])(C(C)(C)C)(C)C.Cl[S:37]([NH2:40])(=[O:39])=[O:38].Cl.C([O-])([O-])=O.[Na+].[Na+]. The catalyst is CC(N(C)C)=O.O. The product is [S:37](=[O:39])(=[O:38])([O:35][CH2:34][C@@H:10]1[CH2:11][C@@H:12]([O:14][C:15]2[CH:20]=[CH:19][N:18]=[C:17]3[NH:21][C:22]([C:24]4[C:33]5[C:28](=[CH:29][CH:30]=[CH:31][CH:32]=5)[CH:27]=[CH:26][CH:25]=4)=[N:23][C:16]=23)[CH2:13][C@@H:9]1[OH:8])[NH2:40]. The yield is 0.250. (7) The reactants are [CH2:1]([C@@H:8]([C@@H:18]([O:20][CH2:21][C:22]1[CH:27]=[CH:26][C:25]([O:28][CH3:29])=[CH:24][CH:23]=1)[CH3:19])[C@H:9]([OH:17])[CH2:10][C:11]1[CH:16]=[CH:15][CH:14]=[CH:13][CH:12]=1)[C:2]1[CH:7]=[CH:6][CH:5]=[CH:4][CH:3]=1.[H-].[Na+].Br[CH2:33][CH:34]=[CH2:35]. The catalyst is CN(C=O)C. The product is [CH2:35]([O:17][C@@H:9]([C@H:8]([C@@H:18]([O:20][CH2:21][C:22]1[CH:23]=[CH:24][C:25]([O:28][CH3:29])=[CH:26][CH:27]=1)[CH3:19])[CH2:1][C:2]1[CH:7]=[CH:6][CH:5]=[CH:4][CH:3]=1)[CH2:10][C:11]1[CH:16]=[CH:15][CH:14]=[CH:13][CH:12]=1)[CH:34]=[CH2:33]. The yield is 0.810. (8) The reactants are [F:1][C:2]([F:26])([F:25])[O:3][C:4]1[CH:5]=[C:6]([C:10]2[C:14]3[CH:15]=[C:16]([C:19]4[O:23][C:22]([SH:24])=[N:21][N:20]=4)[CH:17]=[CH:18][C:13]=3[O:12][CH:11]=2)[CH:7]=[CH:8][CH:9]=1.IC.[C:29](=O)([O-])[O-].[K+].[K+]. The catalyst is CN(C)C=O.C(OCC)(=O)C. The product is [CH3:29][S:24][C:22]1[O:23][C:19]([C:16]2[CH:17]=[CH:18][C:13]3[O:12][CH:11]=[C:10]([C:6]4[CH:7]=[CH:8][CH:9]=[C:4]([O:3][C:2]([F:1])([F:25])[F:26])[CH:5]=4)[C:14]=3[CH:15]=2)=[N:20][N:21]=1. The yield is 0.150.